Dataset: Catalyst prediction with 721,799 reactions and 888 catalyst types from USPTO. Task: Predict which catalyst facilitates the given reaction. (1) Reactant: [F:1][C:2]1[CH:7]=[CH:6][C:5]([C:8]([C:34]2[CH:39]=[CH:38][C:37]([F:40])=[CH:36][CH:35]=2)(O)[C:9]2[CH:10]=[C:11]3[C:16](=[CH:17][CH:18]=2)[N:15]=[N:14][CH:13]=[C:12]3[NH:19][CH:20]2[CH2:25][CH2:24][N:23](C(OC(C)(C)C)=O)[CH2:22][CH2:21]2)=[CH:4][CH:3]=1.[SiH](CC)(CC)CC.FC(F)(F)C(O)=O. The catalyst class is: 4. Product: [F:1][C:2]1[CH:7]=[CH:6][C:5]([CH:8]([C:34]2[CH:35]=[CH:36][C:37]([F:40])=[CH:38][CH:39]=2)[C:9]2[CH:10]=[C:11]3[C:16](=[CH:17][CH:18]=2)[N:15]=[N:14][CH:13]=[C:12]3[NH:19][CH:20]2[CH2:21][CH2:22][NH:23][CH2:24][CH2:25]2)=[CH:4][CH:3]=1. (2) Reactant: [Cl-].[Ca+2].[Cl-].C([O:6][C:7](=O)[NH:8][C:9]([C:13]1[CH:18]=[CH:17][C:16]([Cl:19])=[CH:15][C:14]=1[Cl:20])=[CH:10][C:11]#[N:12])C.[CH3:22][CH:23]([N:25]1[CH2:30][CH2:29][CH:28]([C:31]([NH:33][NH2:34])=O)[CH2:27][CH2:26]1)[CH3:24].O. Product: [Cl:20][C:14]1[CH:15]=[C:16]([Cl:19])[CH:17]=[CH:18][C:13]=1[C:9]1[NH:8][C:7](=[O:6])[N:34]2[N:33]=[C:31]([CH:28]3[CH2:29][CH2:30][N:25]([CH:23]([CH3:24])[CH3:22])[CH2:26][CH2:27]3)[N:12]=[C:11]2[CH:10]=1. The catalyst class is: 60.